Dataset: Forward reaction prediction with 1.9M reactions from USPTO patents (1976-2016). Task: Predict the product of the given reaction. (1) Given the reactants C([O:3][C:4](=[O:40])[CH2:5][CH2:6][N:7]([CH:37]1[CH2:39][CH2:38]1)[CH2:8][C:9](=[O:36])[N:10]1[C:18]2[C:13](=[CH:14][C:15]([O:19][CH2:20][C:21]3[S:22][C:23]([C:32]([F:35])([F:34])[F:33])=[C:24]([C:26]4[CH:31]=[CH:30][CH:29]=[CH:28][CH:27]=4)[CH:25]=3)=[CH:16][CH:17]=2)[CH2:12][CH2:11]1)C.O.Cl.CO.C(Cl)(Cl)Cl, predict the reaction product. The product is: [CH:37]1([N:7]([CH2:6][CH2:5][C:4]([OH:40])=[O:3])[CH2:8][C:9](=[O:36])[N:10]2[C:18]3[C:13](=[CH:14][C:15]([O:19][CH2:20][C:21]4[S:22][C:23]([C:32]([F:35])([F:34])[F:33])=[C:24]([C:26]5[CH:31]=[CH:30][CH:29]=[CH:28][CH:27]=5)[CH:25]=4)=[CH:16][CH:17]=3)[CH2:12][CH2:11]2)[CH2:39][CH2:38]1. (2) The product is: [CH2:22]([O:29][C:30]1[CH:35]=[C:34](/[CH:36]=[CH:37]/[CH2:38][C:39]2[CH:44]=[CH:43][CH:42]=[CH:41][CH:40]=2)[CH:33]=[CH:32][C:31]=1[N:45]1[S:49](=[O:51])(=[O:50])[NH:48][C:47](=[O:58])[CH2:46]1)[C:23]1[CH:24]=[CH:25][CH:26]=[CH:27][CH:28]=1. Given the reactants [F-].C([N+](CCCC)(CCCC)CCCC)CCC.[N-]=C=O.[CH2:22]([O:29][C:30]1[CH:35]=[C:34](/[CH:36]=[CH:37]/[CH2:38][C:39]2[CH:44]=[CH:43][CH:42]=[CH:41][CH:40]=2)[CH:33]=[CH:32][C:31]=1[N:45]1[S:49](=[O:51])(=[O:50])[N:48](CC[Si](C)(C)C)[C:47](=[O:58])[CH2:46]1)[C:23]1[CH:28]=[CH:27][CH:26]=[CH:25][CH:24]=1, predict the reaction product. (3) Given the reactants Cl.[NH:2]1[CH2:7][CH2:6][CH2:5][C@H:4]([OH:8])[CH2:3]1.[F:9][C:10]1[CH:11]=[C:12]([CH:15]=[C:16]([F:19])[C:17]=1F)[C:13]#[N:14].C(=O)([O-])[O-].[K+].[K+].CN(C)C=O, predict the reaction product. The product is: [F:9][C:10]1[CH:11]=[C:12]([CH:15]=[C:16]([F:19])[C:17]=1[N:2]1[CH2:7][CH2:6][CH2:5][CH:4]([OH:8])[CH2:3]1)[C:13]#[N:14].